Predict which catalyst facilitates the given reaction. From a dataset of Catalyst prediction with 721,799 reactions and 888 catalyst types from USPTO. (1) Reactant: [NH2:1][C:2]1[N:7]=[C:6]([CH3:8])[C:5]([C:9]#[N:10])=[C:4]([CH3:11])[CH:3]=1.C([O-])([O-])=O.[Ca+2].O.[C:18](Cl)(Cl)=[S:19]. Product: [CH3:8][C:6]1[C:5]([C:9]#[N:10])=[C:4]([CH3:11])[CH:3]=[C:2]([N:1]=[C:18]=[S:19])[N:7]=1. The catalyst class is: 2. (2) Reactant: Cl.[F:2][C:3]1[CH:8]=[CH:7][C:6]([C:9]([CH:11]2[CH2:16][CH2:15][CH2:14][NH:13][CH2:12]2)=[O:10])=[CH:5][CH:4]=1.C(N(CC)CC)C.[F:24][C:25]1[CH:33]=[CH:32][C:28]([C:29](Cl)=[O:30])=[CH:27][CH:26]=1. Product: [F:24][C:25]1[CH:33]=[CH:32][C:28]([C:29]([N:13]2[CH2:14][CH2:15][CH2:16][CH:11]([C:9](=[O:10])[C:6]3[CH:7]=[CH:8][C:3]([F:2])=[CH:4][CH:5]=3)[CH2:12]2)=[O:30])=[CH:27][CH:26]=1. The catalyst class is: 2. (3) Reactant: [F:1][C:2]1[C:8]([F:9])=[C:7]([F:10])[CH:6]=[CH:5][C:3]=1[NH2:4].[C:11]([O:16][CH2:17][CH3:18])(=[O:15])[C:12]([CH3:14])=O.S([O-])([O-])(=O)=O.[Mg+2].[H][H]. Product: [F:1][C:2]1[C:8]([F:9])=[C:7]([F:10])[CH:6]=[CH:5][C:3]=1[NH:4][CH:12]([CH3:14])[C:11]([O:16][CH2:17][CH3:18])=[O:15]. The catalyst class is: 19. (4) Reactant: CO[CH:3]1[CH2:7][CH2:6][CH:5](OC)O1.[NH2:10][C:11]1[CH:12]=[C:13]([C:21]([O:23][CH3:24])=[O:22])[CH:14]=[C:15]([CH:20]=1)[C:16]([O:18][CH3:19])=[O:17]. Product: [N:10]1([C:11]2[CH:20]=[C:15]([C:16]([O:18][CH3:19])=[O:17])[CH:14]=[C:13]([CH:12]=2)[C:21]([O:23][CH3:24])=[O:22])[CH:3]=[CH:7][CH:6]=[CH:5]1. The catalyst class is: 15. (5) Reactant: FC(F)(F)C(O)=O.[Cl:8][C:9]1[CH:14]=[CH:13][CH:12]=[CH:11][C:10]=1[C:15]([C:17]1[C:22]([O:23]COCC[Si](C)(C)C)=[CH:21][CH:20]=[CH:19][N:18]=1)=[O:16]. Product: [Cl:8][C:9]1[CH:14]=[CH:13][CH:12]=[CH:11][C:10]=1[C:15]([C:17]1[C:22]([OH:23])=[CH:21][CH:20]=[CH:19][N:18]=1)=[O:16]. The catalyst class is: 2. (6) Reactant: [OH:1][C:2]1[C:11]([OH:12])=[CH:10][CH:9]=[CH:8][C:3]=1[C:4]([O:6][CH3:7])=[O:5].CN(C1C=CC=CN=1)C.[F:22][C:23]([F:36])([F:35])[S:24](O[S:24]([C:23]([F:36])([F:35])[F:22])(=[O:26])=[O:25])(=[O:26])=[O:25]. Product: [OH:1][C:2]1[C:11]([O:12][S:24]([C:23]([F:36])([F:35])[F:22])(=[O:26])=[O:25])=[CH:10][CH:9]=[CH:8][C:3]=1[C:4]([O:6][CH3:7])=[O:5]. The catalyst class is: 272. (7) Reactant: [CH2:1]([O:3][C:4](=[O:14])[NH:5][CH2:6][CH2:7][C:8]1[O:9][C:10]([CH3:13])=[CH:11][CH:12]=1)[CH3:2].[H-].[Na+].Br[CH2:18][C:19]([O:21][CH2:22][CH3:23])=[O:20].O. Product: [CH2:22]([O:21][C:19](=[O:20])[CH2:18][N:5]([C:4]([O:3][CH2:1][CH3:2])=[O:14])[CH2:6][CH2:7][C:8]1[O:9][C:10]([CH3:13])=[CH:11][CH:12]=1)[CH3:23]. The catalyst class is: 3. (8) Reactant: [N+:1]([C:4]1[C:9]([O:10][CH3:11])=[CH:8][CH:7]=[CH:6][N:5]=1)([O-])=O.Cl[CH2:13][P:14](=[O:21])([O:18][CH2:19][CH3:20])[O:15][CH2:16][CH3:17].C(O[Na])(C)(C)C.Cl. Product: [NH2:1][C:4]1[N:5]=[CH:6][C:7]([CH2:13][P:14](=[O:21])([O:18][CH2:19][CH3:20])[O:15][CH2:16][CH3:17])=[CH:8][C:9]=1[O:10][CH3:11]. The catalyst class is: 16. (9) Product: [C:1]12([C:11]3[CH:30]=[CH:29][C:14]([O:15][CH2:16][C:17]([NH:19][C:20]4[CH:21]=[C:22]([CH:26]=[CH:27][CH:28]=4)[C:23]([NH:41][C:32]4[CH:33]=[CH:34][C:35]5[C:40](=[CH:39][CH:38]=[CH:37][CH:36]=5)[CH:31]=4)=[O:24])=[O:18])=[CH:13][CH:12]=3)[CH2:8][CH:7]3[CH2:9][CH:3]([CH2:4][CH:5]([CH2:6]3)[CH2:10]1)[CH2:2]2. Reactant: [C:1]12([C:11]3[CH:30]=[CH:29][C:14]([O:15][CH2:16][C:17]([NH:19][C:20]4[CH:21]=[C:22]([CH:26]=[CH:27][CH:28]=4)[C:23](O)=[O:24])=[O:18])=[CH:13][CH:12]=3)[CH2:10][CH:5]3[CH2:6][CH:7]([CH2:9][CH:3]([CH2:4]3)[CH2:2]1)[CH2:8]2.[CH:31]1[C:40]2[C:35](=[CH:36][CH:37]=[CH:38][CH:39]=2)[CH:34]=[CH:33][C:32]=1[NH2:41].CCN(C(C)C)C(C)C.C(Cl)CCl.C1C=CC2N(O)N=NC=2C=1. The catalyst class is: 39. (10) Reactant: [Br:1][C:2]1[C:10]2[N:9]=[N:8][N:7]([CH2:11][C:12]([CH3:15])([CH3:14])[CH3:13])[C:6]=2[CH:5]=[CH:4][C:3]=1[OH:16].[C:17]1(B(O)O)[CH:22]=[CH:21][CH:20]=[CH:19][CH:18]=1. Product: [Br:1][C:2]1[C:10]2[N:9]=[N:8][N:7]([CH2:11][C:12]([CH3:13])([CH3:15])[CH3:14])[C:6]=2[CH:5]=[CH:4][C:3]=1[O:16][C:17]1[CH:22]=[CH:21][CH:20]=[CH:19][CH:18]=1. The catalyst class is: 302.